From a dataset of Catalyst prediction with 721,799 reactions and 888 catalyst types from USPTO. Predict which catalyst facilitates the given reaction. (1) Reactant: C([O-])(=O)C.[NH4+].[CH3:6][O:7][C:8]1[CH:9]=[C:10]([CH:13]=[CH:14][C:15]=1[O:16][C:17]1[CH:22]=[CH:21][C:20]([C:23]([F:26])([F:25])[F:24])=[CH:19][C:18]=1[N+:27]([O-:29])=[O:28])[CH:11]=O.[C:30](#[N:34])[CH2:31][C:32]#[N:33]. Product: [CH3:6][O:7][C:8]1[CH:9]=[C:10]([CH:13]=[CH:14][C:15]=1[O:16][C:17]1[CH:22]=[CH:21][C:20]([C:23]([F:25])([F:24])[F:26])=[CH:19][C:18]=1[N+:27]([O-:29])=[O:28])[CH:11]=[C:31]([C:30]#[N:34])[C:32]#[N:33]. The catalyst class is: 11. (2) Reactant: Br.Br.[CH3:3][CH:4]1[CH2:9][CH2:8][N:7]([C:10]2[C:15]([N+:16]([O-:18])=[O:17])=[CH:14][CH:13]=[C:12]([N:19]3[CH2:24][CH2:23][NH:22][CH2:21][CH2:20]3)[N:11]=2)[CH2:6][CH2:5]1.CCN(CC)CC.[Cl:32][CH2:33][C:34](Cl)=[O:35]. Product: [Cl:32][CH2:33][C:34]([N:22]1[CH2:23][CH2:24][N:19]([C:12]2[N:11]=[C:10]([N:7]3[CH2:8][CH2:9][CH:4]([CH3:3])[CH2:5][CH2:6]3)[C:15]([N+:16]([O-:18])=[O:17])=[CH:14][CH:13]=2)[CH2:20][CH2:21]1)=[O:35]. The catalyst class is: 2. (3) Reactant: [Cl:1][C:2]1[CH:7]=[CH:6][C:5]([NH:8][CH2:9][C:10]([O:12][CH2:13][CH3:14])=[O:11])=[C:4]([O:15][C:16]2[CH:21]=[CH:20][C:19]([N+:22]([O-])=O)=[CH:18][C:17]=2[Cl:25])[CH:3]=1. Product: [NH2:22][C:19]1[CH:20]=[CH:21][C:16]([O:15][C:4]2[CH:3]=[C:2]([Cl:1])[CH:7]=[CH:6][C:5]=2[NH:8][CH2:9][C:10]([O:12][CH2:13][CH3:14])=[O:11])=[C:17]([Cl:25])[CH:18]=1. The catalyst class is: 261.